The task is: Predict the reaction yield, written as a fraction of the theoretical maximum amount of product (1.0 means a 100% yield; for example, 0.34 means a 34% yield).. This data is from Reaction yield outcomes from USPTO patents with 853,638 reactions. (1) The reactants are [CH3:1][N:2]([CH3:20])[C:3]([C:5]1[N:14]([CH:15]2[CH2:19][CH2:18][CH2:17][CH2:16]2)[C:8]2[N:9]=[C:10](Cl)[N:11]=[CH:12][C:7]=2[CH:6]=1)=[O:4].C(OC([N:28]1[CH2:33][CH2:32][N:31]([C:34]2[CH:35]=[N:36][C:37]([NH2:40])=[CH:38][CH:39]=2)[CH2:30][C:29]1([CH3:42])[CH3:41])=O)(C)(C)C. No catalyst specified. The product is [CH3:1][N:2]([CH3:20])[C:3]([C:5]1[N:14]([CH:15]2[CH2:19][CH2:18][CH2:17][CH2:16]2)[C:8]2[N:9]=[C:10]([NH:40][C:37]3[CH:38]=[CH:39][C:34]([N:31]4[CH2:32][CH2:33][NH:28][C:29]([CH3:42])([CH3:41])[CH2:30]4)=[CH:35][N:36]=3)[N:11]=[CH:12][C:7]=2[CH:6]=1)=[O:4]. The yield is 0.250. (2) The reactants are [CH:1]([C:4]1([CH:10]([OH:14])[CH2:11][CH2:12][CH3:13])SCCCS1)([CH3:3])[CH3:2].C[OH:16]. The catalyst is C(#N)C. The product is [OH:14][CH:10]([CH2:11][CH2:12][CH3:13])[C:4](=[O:16])[CH:1]([CH3:3])[CH3:2]. The yield is 0.910. (3) The catalyst is [O-2].[Mn+4].[O-2].C(Cl)Cl. The reactants are [CH3:1][C:2]1[CH:7]=[C:6]([N+:8]([O-:10])=[O:9])[CH:5]=[CH:4][C:3]=1[CH2:11][OH:12]. The yield is 0.780. The product is [CH3:1][C:2]1[CH:7]=[C:6]([N+:8]([O-:10])=[O:9])[CH:5]=[CH:4][C:3]=1[CH:11]=[O:12]. (4) The reactants are [F:1][CH:2]([F:35])[C:3]1[S:7][C:6]([C:8]([NH:10][C:11]2[N:15]([CH2:16][C@H:17]3[CH2:21][CH2:20][CH2:19][N:18]3[C:22]([O:24][C:25]([CH3:28])([CH3:27])[CH3:26])=[O:23])[C:14]3[CH:29]=[CH:30][C:31]([CH:33]=O)=[CH:32][C:13]=3[N:12]=2)=[O:9])=[CH:5][CH:4]=1.[CH3:36][CH:37]1[O:42][CH:41]([CH3:43])[CH2:40][NH:39][CH2:38]1.[BH3-]C#N.[Na+]. The catalyst is C(Cl)Cl. The product is [F:1][CH:2]([F:35])[C:3]1[S:7][C:6]([C:8]([NH:10][C:11]2[N:15]([CH2:16][C@H:17]3[CH2:21][CH2:20][CH2:19][N:18]3[C:22]([O:24][C:25]([CH3:26])([CH3:28])[CH3:27])=[O:23])[C:14]3[CH:29]=[CH:30][C:31]([CH2:33][N:39]4[CH2:38][CH:37]([CH3:36])[O:42][CH:41]([CH3:43])[CH2:40]4)=[CH:32][C:13]=3[N:12]=2)=[O:9])=[CH:5][CH:4]=1. The yield is 0.840. (5) The product is [CH3:25][O:26][C:27](=[O:41])[C:28]1[CH:33]=[CH:32][C:31]([CH2:34][CH2:35][CH2:36][C:37]([N:50]2[CH2:51][CH2:52][N:47]([CH2:46][CH2:45][C:44]([CH3:54])([CH3:53])[CH3:43])[CH2:48][CH2:49]2)=[O:39])=[C:30]([CH3:40])[CH:29]=1. The yield is 0.940. The reactants are CN(C(ON1N=NC2C=CC=CC1=2)=[N+](C)C)C.F[P-](F)(F)(F)(F)F.[CH3:25][O:26][C:27](=[O:41])[C:28]1[CH:33]=[CH:32][C:31]([CH2:34][CH2:35][CH2:36][C:37]([OH:39])=O)=[C:30]([CH3:40])[CH:29]=1.Cl.[CH3:43][C:44]([CH3:54])([CH3:53])[CH2:45][CH2:46][N:47]1[CH2:52][CH2:51][NH:50][CH2:49][CH2:48]1.CCN(C(C)C)C(C)C. The catalyst is ClCCl. (6) The reactants are [Cl:1][C:2]1[C:10]([C:11]2[N:12]=[CH:13][C:14]([NH2:17])=[N:15][CH:16]=2)=[CH:9][C:8]2[CH2:7][CH2:6][O:5][C:4]=2[CH:3]=1.[F:18][C:19]1[CH:27]=[CH:26][CH:25]=[C:24]([F:28])[C:20]=1[C:21](Cl)=[O:22].CCN(C(C)C)C(C)C.C([O-])(O)=O.[Na+].C(Cl)Cl. The catalyst is C(Cl)Cl. The product is [F:18][C:19]1[CH:27]=[CH:26][CH:25]=[C:24]([F:28])[C:20]=1[C:21]([NH:17][C:14]1[CH:13]=[N:12][C:11]([C:10]2[C:2]([Cl:1])=[CH:3][C:4]3[O:5][CH2:6][CH2:7][C:8]=3[CH:9]=2)=[CH:16][N:15]=1)=[O:22]. The yield is 0.349. (7) The reactants are Cl[C:2]1[N:7]=[CH:6][CH:5]=[CH:4][N:3]=1.[CH3:8][O:9][C:10]1[CH:17]=[C:16]([O:18][CH3:19])[CH:15]=[CH:14][C:11]=1[CH2:12][NH2:13].C(N(CC)CC)C.O. The catalyst is C(O)C. The product is [CH3:8][O:9][C:10]1[CH:17]=[C:16]([O:18][CH3:19])[CH:15]=[CH:14][C:11]=1[CH2:12][NH:13][C:2]1[N:7]=[CH:6][CH:5]=[CH:4][N:3]=1. The yield is 0.720.